From a dataset of Full USPTO retrosynthesis dataset with 1.9M reactions from patents (1976-2016). Predict the reactants needed to synthesize the given product. (1) The reactants are: C(OC([N:8]1[CH2:12][C@@H:11]([CH2:13][N:14]([C:18](=[O:33])[C:19]2[CH:24]=[CH:23][C:22]([CH2:25][CH3:26])=[C:21]([O:27][CH2:28][CH2:29][CH2:30][O:31][CH3:32])[CH:20]=2)[CH:15]([CH3:17])[CH3:16])[C@H:10]([NH2:34])[CH2:9]1)=O)(C)(C)C.[CH2:35]([N:42]([CH:47]1[CH2:49][CH2:48]1)[C:43](=[O:46])[CH2:44]Cl)[C:36]1[CH:41]=[CH:40][CH:39]=[CH:38][CH:37]=1.[Cl-].CC#N.O. Given the product [CH2:35]([N:42]([CH:47]1[CH2:49][CH2:48]1)[C:43]([CH2:44][NH:34][C@@H:10]1[CH2:9][NH:8][CH2:12][C@H:11]1[CH2:13][N:14]([CH:15]([CH3:16])[CH3:17])[C:18](=[O:33])[C:19]1[CH:24]=[CH:23][C:22]([CH2:25][CH3:26])=[C:21]([O:27][CH2:28][CH2:29][CH2:30][O:31][CH3:32])[CH:20]=1)=[O:46])[C:36]1[CH:41]=[CH:40][CH:39]=[CH:38][CH:37]=1, predict the reactants needed to synthesize it. (2) Given the product [OH:10][C:7]1[CH:8]=[CH:9][C:2]([C:25]2[C:26]3[C:21](=[CH:20][CH:19]=[CH:18][CH:17]=3)[CH:22]=[CH:23][CH:24]=2)=[C:3]([CH:6]=1)[CH:4]=[O:5], predict the reactants needed to synthesize it. The reactants are: Br[C:2]1[CH:9]=[CH:8][C:7]([OH:10])=[CH:6][C:3]=1[CH:4]=[O:5].C(=O)([O-])[O-].[Na+].[Na+].[C:17]1(B(O)O)[C:26]2[C:21](=[CH:22][CH:23]=[CH:24][CH:25]=2)[CH:20]=[CH:19][CH:18]=1. (3) Given the product [Cl:25][C:20]1[CH:21]=[CH:22][CH:23]=[CH:24][C:19]=1[C:18]1[N:14]([C:13]2[C:8]3[S:7][C:6]([NH:5][C:4]([NH:31][CH3:30])=[O:3])=[N:10][C:9]=3[NH:11][N:12]=2)[CH:15]=[N:16][CH:17]=1, predict the reactants needed to synthesize it. The reactants are: C([O:3][C:4](=O)[NH:5][C:6]1[S:7][C:8]2[C:13]([N:14]3[C:18]([C:19]4[CH:24]=[CH:23][CH:22]=[CH:21][C:20]=4[Cl:25])=[CH:17][N:16]=[CH:15]3)=[N:12][NH:11][C:9]=2[N:10]=1)C.C(O)C.[CH3:30][NH2:31]. (4) Given the product [CH2:1]([O:8][CH2:9][C:10]([NH:37][C:36]1[CH:38]=[CH:39][CH:40]=[C:34]([C:33]([F:32])([F:41])[F:42])[CH:35]=1)=[O:12])[C:2]1[CH:3]=[CH:4][CH:5]=[CH:6][CH:7]=1, predict the reactants needed to synthesize it. The reactants are: [CH2:1]([O:8][CH2:9][C:10]([OH:12])=O)[C:2]1[CH:7]=[CH:6][CH:5]=[CH:4][CH:3]=1.C(Cl)CCl.C1C=CC2N(O)N=NC=2C=1.CN(C=O)C.[F:32][C:33]([F:42])([F:41])[C:34]1[CH:35]=[C:36]([CH:38]=[CH:39][CH:40]=1)[NH2:37]. (5) Given the product [CH:13]([C:6]1[CH:7]=[C:8]([CH:10]([CH3:11])[CH3:12])[CH:9]=[C:4]([CH:1]([CH3:3])[CH3:2])[C:5]=1[S:16]([O-:19])(=[O:17])=[O:18])([CH3:14])[CH3:15].[CH:62]([O:64][CH2:65][CH2:66][O:20][C:21]1[CH:26]=[CH:25][C:24]([S+:27]([C:38]2[CH:39]=[CH:40][C:41]([C:44]([CH3:47])([CH3:46])[CH3:45])=[CH:42][CH:43]=2)[C:28]2[CH:33]=[CH:32][C:31]([C:34]([CH3:37])([CH3:36])[CH3:35])=[CH:30][CH:29]=2)=[CH:23][CH:22]=1)=[CH2:63], predict the reactants needed to synthesize it. The reactants are: [CH:1]([C:4]1[CH:9]=[C:8]([CH:10]([CH3:12])[CH3:11])[CH:7]=[C:6]([CH:13]([CH3:15])[CH3:14])[C:5]=1[S:16]([O-:19])(=[O:18])=[O:17])([CH3:3])[CH3:2].[OH:20][C:21]1[CH:26]=[CH:25][C:24]([S+:27]([C:38]2[CH:43]=[CH:42][C:41]([C:44]([CH3:47])([CH3:46])[CH3:45])=[CH:40][CH:39]=2)[C:28]2[CH:33]=[CH:32][C:31]([C:34]([CH3:37])([CH3:36])[CH3:35])=[CH:30][CH:29]=2)=[CH:23][CH:22]=1.C(=O)([O-])[O-].[K+].[K+].CN(C)CCN(C)C.[CH:62]([O:64][CH2:65][CH2:66]Cl)=[CH2:63]. (6) Given the product [CH3:1][C:2]1[CH:7]=[CH:6][C:5]([S:8][C:9]2[CH:10]=[CH:11][C:12]([O:15][S:40]([C:35]3[C:36]4[C:31](=[C:30]([N:29]([CH3:44])[CH3:28])[CH:39]=[CH:38][CH:37]=4)[CH:32]=[CH:33][CH:34]=3)(=[O:42])=[O:41])=[CH:13][CH:14]=2)=[C:4]([NH:16][C:17]2[C:26]3[C:21](=[N:22][C:23]([CH3:27])=[CH:24][CH:25]=3)[N:20]=[CH:19][CH:18]=2)[CH:3]=1, predict the reactants needed to synthesize it. The reactants are: [CH3:1][C:2]1[CH:7]=[CH:6][C:5]([S:8][C:9]2[CH:14]=[CH:13][C:12]([OH:15])=[CH:11][CH:10]=2)=[C:4]([NH:16][C:17]2[C:26]3[C:21](=[N:22][C:23]([CH3:27])=[CH:24][CH:25]=3)[N:20]=[CH:19][CH:18]=2)[CH:3]=1.[CH3:28][N:29]([CH3:44])[C:30]1[CH:39]=[CH:38][CH:37]=[C:36]2[C:31]=1[CH:32]=[CH:33][CH:34]=[C:35]2[S:40](Cl)(=[O:42])=[O:41].C(N(CC)C(C)C)(C)C. (7) The reactants are: [OH:1][C:2]1[CH:11]=[C:10]2[C:5]([C:6]3[CH:16]=[CH:15][C:14]([N+:17]([O-])=O)=[CH:13][C:7]=3[C:8](=[O:12])[O:9]2)=[CH:4][CH:3]=1. Given the product [NH2:17][C:14]1[CH:15]=[CH:16][C:6]2[C:5]3[C:10](=[CH:11][C:2]([OH:1])=[CH:3][CH:4]=3)[O:9][C:8](=[O:12])[C:7]=2[CH:13]=1, predict the reactants needed to synthesize it. (8) Given the product [CH3:39][S:40]([NH:1][C:2]1[CH:7]=[CH:6][C:5]([NH:8][C:9]([CH:11]2[CH:15]([C:16]3[CH:21]=[CH:20][CH:19]=[C:18]([Cl:22])[C:17]=3[F:23])[C:14]([C:26]3[CH:31]=[CH:30][C:29]([Cl:32])=[CH:28][C:27]=3[F:33])([C:24]#[N:25])[CH:13]([CH2:34][C:35]([CH3:38])([CH3:37])[CH3:36])[NH:12]2)=[O:10])=[CH:4][CH:3]=1)(=[O:42])=[O:41], predict the reactants needed to synthesize it. The reactants are: [NH2:1][C:2]1[CH:7]=[CH:6][C:5]([NH:8][C:9]([CH:11]2[CH:15]([C:16]3[CH:21]=[CH:20][CH:19]=[C:18]([Cl:22])[C:17]=3[F:23])[C:14]([C:26]3[CH:31]=[CH:30][C:29]([Cl:32])=[CH:28][C:27]=3[F:33])([C:24]#[N:25])[CH:13]([CH2:34][C:35]([CH3:38])([CH3:37])[CH3:36])[NH:12]2)=[O:10])=[CH:4][CH:3]=1.[CH3:39][S:40](O[S:40]([CH3:39])(=[O:42])=[O:41])(=[O:42])=[O:41].C(N(CC)CC)C. (9) Given the product [CH3:1][O:2][C:3]1[C:4]([NH:14][C:15]([N:31]2[CH2:30][CH2:29][N:28]([C:24]3[CH:25]=[CH:26][CH:27]=[C:22]([O:21][CH3:20])[CH:23]=3)[CH2:33][CH2:32]2)=[O:19])=[N:5][C:6]2[C:11]([N:12]=1)=[CH:10][C:9]([CH3:13])=[CH:8][CH:7]=2, predict the reactants needed to synthesize it. The reactants are: [CH3:1][O:2][C:3]1[C:4]([NH:14][C:15](=[O:19])OCC)=[N:5][C:6]2[C:11]([N:12]=1)=[CH:10][C:9]([CH3:13])=[CH:8][CH:7]=2.[CH3:20][O:21][C:22]1[CH:23]=[C:24]([N:28]2[CH2:33][CH2:32][NH:31][CH2:30][CH2:29]2)[CH:25]=[CH:26][CH:27]=1.